From a dataset of Forward reaction prediction with 1.9M reactions from USPTO patents (1976-2016). Predict the product of the given reaction. Given the reactants [C:1]1([P:7]([C:14]2[CH:19]=[CH:18][CH:17]=[CH:16][CH:15]=2)[C:8]2[CH:13]=[CH:12][CH:11]=[CH:10][CH:9]=2)[CH:6]=[CH:5][CH:4]=[CH:3][CH:2]=1.[C:20]1([O:26][P:27]([O:36][C:37]2[CH:42]=[CH:41][CH:40]=[CH:39][CH:38]=2)([O:29][C:30]2[CH:35]=[CH:34][CH:33]=[CH:32][CH:31]=2)=[O:28])[CH:25]=[CH:24][CH:23]=[CH:22][CH:21]=1.[C:43]1([P:49](=[S:62])([C:56]2[CH:61]=[CH:60][CH:59]=[CH:58][CH:57]=2)[C:50]2[CH:55]=[CH:54][CH:53]=[CH:52][CH:51]=2)[CH:48]=[CH:47][CH:46]=[CH:45][CH:44]=1, predict the reaction product. The product is: [C:14]1([P:7]([C:1]2[CH:2]=[CH:3][CH:4]=[CH:5][CH:6]=2)[C:8]2[CH:13]=[CH:12][CH:11]=[CH:10][CH:9]=2)[CH:15]=[CH:16][CH:17]=[CH:18][CH:19]=1.[C:30]1([O:29][P:27]([O:36][C:37]2[CH:38]=[CH:39][CH:40]=[CH:41][CH:42]=2)([O:26][C:20]2[CH:25]=[CH:24][CH:23]=[CH:22][CH:21]=2)=[O:28])[CH:35]=[CH:34][CH:33]=[CH:32][CH:31]=1.[C:43]1([P:49](=[O:26])([C:56]2[CH:61]=[CH:60][CH:59]=[CH:58][CH:57]=2)[C:50]2[CH:55]=[CH:54][CH:53]=[CH:52][CH:51]=2)[CH:48]=[CH:47][CH:46]=[CH:45][CH:44]=1.[C:14]1([P:7](=[S:62])([C:1]2[CH:2]=[CH:3][CH:4]=[CH:5][CH:6]=2)[C:8]2[CH:13]=[CH:12][CH:11]=[CH:10][CH:9]=2)[CH:15]=[CH:16][CH:17]=[CH:18][CH:19]=1.